From a dataset of Forward reaction prediction with 1.9M reactions from USPTO patents (1976-2016). Predict the product of the given reaction. Given the reactants F[C:2]1[N:7]2[CH:8]=[C:9]([CH2:11][N:12]([CH3:23])[CH:13]3[C:22]4[N:21]=[CH:20][CH:19]=[CH:18][C:17]=4[CH2:16][CH2:15][CH2:14]3)[N:10]=[C:6]2[CH:5]=[CH:4][CH:3]=1.[C:24]([NH:31][CH:32]1[CH2:37][CH2:36][NH:35][CH2:34][CH2:33]1)([O:26][C:27]([CH3:30])([CH3:29])[CH3:28])=[O:25], predict the reaction product. The product is: [CH3:23][N:12]([CH2:11][C:9]1[N:10]=[C:6]2[CH:5]=[CH:4][CH:3]=[C:2]([N:35]3[CH2:34][CH2:33][CH:32]([NH:31][C:24](=[O:25])[O:26][C:27]([CH3:29])([CH3:28])[CH3:30])[CH2:37][CH2:36]3)[N:7]2[CH:8]=1)[CH:13]1[C:22]2[N:21]=[CH:20][CH:19]=[CH:18][C:17]=2[CH2:16][CH2:15][CH2:14]1.